From a dataset of Full USPTO retrosynthesis dataset with 1.9M reactions from patents (1976-2016). Predict the reactants needed to synthesize the given product. (1) Given the product [CH2:44]([O:46][C:47]([N:49]1[CH2:50][CH2:51][N:52]([C:55]([CH2:13][C:5]2[C:4]([C:21]([NH:18][CH2:66][C:65]([O:68][CH2:69][CH3:70])=[O:67])=[O:23])=[C:3]([O:2][CH3:1])[C:12]3[C:7](=[CH:8][CH:9]=[CH:10][CH:11]=3)[N:6]=2)=[O:56])[CH2:53][CH2:54]1)=[O:48])[CH3:45], predict the reactants needed to synthesize it. The reactants are: [CH3:1][O:2][C:3]1[C:12]2[C:7](=[CH:8][CH:9]=[CH:10][CH:11]=2)[N:6]=[C:5]([C:13](O)=O)[CH:4]=1.C([N:18]([CH2:21]C)CC)C.[OH:23]N1C2C=CC=CC=2N=N1.CN(C)CCCN=C=NCC.[CH2:44]([O:46][C:47]([N:49]1[CH2:54][CH2:53][N:52]([C:55](CNCC(OCC)=O)=[O:56])[CH2:51][CH2:50]1)=[O:48])[CH3:45].[C:65]([O:68][CH2:69][CH3:70])(=[O:67])[CH3:66]. (2) Given the product [NH2:37][C:29]1[N:28]=[C:27]([N:21]2[CH2:20][C:19]3[CH:25]=[C:15]([C:7]4[CH:8]=[C:9]([NH:10][S:11]([CH3:14])(=[O:13])=[O:12])[C:4]([Cl:3])=[N:5][CH:6]=4)[CH:16]=[CH:17][C:18]=3[O:24][CH2:23][CH2:22]2)[C:32]([CH:33]([CH3:34])[CH3:35])=[C:31]([CH3:36])[N:30]=1, predict the reactants needed to synthesize it. The reactants are: Cl.Cl.[Cl:3][C:4]1[C:9]([NH:10][S:11]([CH3:14])(=[O:13])=[O:12])=[CH:8][C:7]([C:15]2[CH:16]=[CH:17][C:18]3[O:24][CH2:23][CH2:22][NH:21][CH2:20][C:19]=3[CH:25]=2)=[CH:6][N:5]=1.Cl[C:27]1[C:32]([CH:33]([CH3:35])[CH3:34])=[C:31]([CH3:36])[N:30]=[C:29]([NH2:37])[N:28]=1.C(N(C(C)C)CC)(C)C.O. (3) Given the product [Na+:44].[CH2:30]([NH:29][C:28]([C:12]1[N:11]([CH:33]([CH3:35])[CH3:34])[C:10]([CH:9]=[CH:8][C@@H:7]([OH:36])[CH2:6][C@@H:5]([OH:37])[CH2:4][C:3]([O-:38])=[O:2])=[C:14]([C:15]2[CH:16]=[CH:17][C:18]([F:21])=[CH:19][CH:20]=2)[C:13]=1[C:22]1[CH:27]=[CH:26][CH:25]=[CH:24][CH:23]=1)=[O:32])[CH3:31], predict the reactants needed to synthesize it. The reactants are: C[O:2][C:3](=[O:38])[CH2:4][C@H:5]([OH:37])[CH2:6][C@H:7]([OH:36])[CH:8]=[CH:9][C:10]1[N:11]([CH:33]([CH3:35])[CH3:34])[C:12]([C:28](=[O:32])[NH:29][CH2:30][CH3:31])=[C:13]([C:22]2[CH:27]=[CH:26][CH:25]=[CH:24][CH:23]=2)[C:14]=1[C:15]1[CH:20]=[CH:19][C:18]([F:21])=[CH:17][CH:16]=1.C(O)C.O.[OH-].[Na+:44]. (4) Given the product [CH3:9][O:8][C:7]1[CH:6]=[CH:5][C:4]([C:10]2[O:11][CH:12]=[C:13]([CH2:15][NH:16][C:17](=[O:25])[C:18]3[C:23]([CH3:24])=[CH:22][CH:21]=[CH:20][N:19]=3)[N:14]=2)=[CH:3][C:2]=1[O:1][CH2:34][C:33]([F:37])([F:36])[F:32], predict the reactants needed to synthesize it. The reactants are: [OH:1][C:2]1[CH:3]=[C:4]([C:10]2[O:11][CH:12]=[C:13]([CH2:15][NH:16][C:17](=[O:25])[C:18]3[C:23]([CH3:24])=[CH:22][CH:21]=[CH:20][N:19]=3)[N:14]=2)[CH:5]=[CH:6][C:7]=1[O:8][CH3:9].C(=O)([O-])[O-].[K+].[K+].[F:32][C:33]([F:37])([F:36])[CH2:34]I.O. (5) Given the product [CH2:15]([N:22]1[C:11]2[CH2:10][CH2:9][NH:8][CH2:13][C:12]=2[C:27]([C:28]2[CH:33]=[CH:32][C:31]([OH:34])=[CH:30][CH:29]=2)=[CH:26]1)[C:16]1[CH:21]=[CH:20][CH:19]=[CH:18][CH:17]=1, predict the reactants needed to synthesize it. The reactants are: C(OC([N:8]1[CH2:13][CH2:12][C:11](=O)[CH2:10][CH2:9]1)=O)(C)(C)C.[CH2:15]([NH2:22])[C:16]1[CH:21]=[CH:20][CH:19]=[CH:18][CH:17]=1.[N+]([CH:26]=[CH:27][C:28]1[CH:33]=[CH:32][C:31]([OH:34])=[CH:30][CH:29]=1)([O-])=O. (6) Given the product [C:17]([C:10]1[CH:11]=[C:12]([O:15][CH3:16])[CH:13]=[CH:14][C:9]=1[CH:4]([C:5]([OH:7])=[O:6])[C:3]([OH:20])=[O:2])([OH:19])=[O:18], predict the reactants needed to synthesize it. The reactants are: C[O:2][C:3](=[O:20])[CH:4]([C:9]1[CH:14]=[CH:13][C:12]([O:15][CH3:16])=[CH:11][C:10]=1[C:17]([OH:19])=[O:18])[C:5]([O:7]C)=[O:6].[OH-].[Li+].